Dataset: Reaction yield outcomes from USPTO patents with 853,638 reactions. Task: Predict the reaction yield, written as a fraction of the theoretical maximum amount of product (1.0 means a 100% yield; for example, 0.34 means a 34% yield). (1) The reactants are Br[C:2]1[CH:7]=[CH:6][CH:5]=[CH:4][N:3]=1.[CH2:8]([C:12]1[O:13][C:14]2[C:15](=[C:17]([OH:21])[CH:18]=[CH:19][CH:20]=2)[N:16]=1)[CH2:9][C:10]#[CH:11]. No catalyst specified. The product is [N:3]1[CH:4]=[CH:5][CH:6]=[CH:7][C:2]=1[C:11]#[C:10][CH2:9][CH2:8][C:12]1[O:13][C:14]2[C:15](=[C:17]([OH:21])[CH:18]=[CH:19][CH:20]=2)[N:16]=1. The yield is 0.0700. (2) The reactants are [CH2:1]([O:3][P:4]([CH2:9][C:10]([O:12][CH2:13][CH3:14])=[O:11])([O:6][CH2:7][CH3:8])=[O:5])[CH3:2].[H-].[Na+].Br[CH2:18][C:19]1[CH:24]=[CH:23][CH:22]=[CH:21][C:20]=1[Cl:25]. The catalyst is CN(C)C=O. The product is [Cl:25][C:20]1[CH:21]=[CH:22][CH:23]=[CH:24][C:19]=1[CH2:18][CH:9]([P:4]([O:3][CH2:1][CH3:2])([O:6][CH2:7][CH3:8])=[O:5])[C:10]([O:12][CH2:13][CH3:14])=[O:11]. The yield is 0.930.